This data is from Full USPTO retrosynthesis dataset with 1.9M reactions from patents (1976-2016). The task is: Predict the reactants needed to synthesize the given product. (1) Given the product [Cl:1][C:2]1[CH:3]=[C:4]([C:8]2[O:12][N:11]=[C:10]([C:13]([N:45]([CH3:46])[C:44]3[N:40]([CH3:39])[C:41]([C:47]4[CH:52]=[N:51][NH:50][C:49](=[O:53])[CH:48]=4)=[N:42][N:43]=3)=[O:15])[CH:9]=2)[CH:5]=[CH:6][CH:7]=1, predict the reactants needed to synthesize it. The reactants are: [Cl:1][C:2]1[CH:3]=[C:4]([C:8]2[O:12][N:11]=[C:10]([C:13]([OH:15])=O)[CH:9]=2)[CH:5]=[CH:6][CH:7]=1.Cl.CN(C)CCCN=C=NCC.O.ON1C2C=CC=CC=2N=N1.[CH3:39][N:40]1[C:44]([NH:45][CH3:46])=[N:43][N:42]=[C:41]1[C:47]1[CH:52]=[N:51][NH:50][C:49](=[O:53])[CH:48]=1. (2) Given the product [Si:90]([O:89][CH2:88][CH2:87][O:86][CH2:85][CH2:84][N:57]1[CH:58]=[C:54]([C:52](=[O:53])[N:51]([CH2:47][CH2:48][CH2:49][CH3:50])[CH2:79][CH2:80][CH2:81][CH3:82])[N:55]=[C:56]1[C:59]1[CH:68]=[CH:67][C:62]([C:63]([O:65][CH3:66])=[O:64])=[CH:61][C:60]=1[C:69]([O:71][CH2:72][C:73]1[CH:74]=[CH:75][CH:76]=[CH:77][CH:78]=1)=[O:70])([C:103]([CH3:105])([CH3:106])[CH3:104])([C:97]1[CH:98]=[CH:99][CH:100]=[CH:101][CH:102]=1)[C:91]1[CH:92]=[CH:93][CH:94]=[CH:95][CH:96]=1, predict the reactants needed to synthesize it. The reactants are: [Si](OCCN1C=C(C(=O)N(CCCC)CCCC)N=C1C1C=CC(C(OC)=O)=CC=1C(OCC1C=CC=CC=1)=O)(C(C)(C)C)(C)C.[CH2:47]([N:51]([CH2:79][CH2:80][CH2:81][CH3:82])[C:52]([C:54]1[N:55]=[C:56]([C:59]2[CH:68]=[CH:67][C:62]([C:63]([O:65][CH3:66])=[O:64])=[CH:61][C:60]=2[C:69]([O:71][CH2:72][C:73]2[CH:78]=[CH:77][CH:76]=[CH:75][CH:74]=2)=[O:70])[NH:57][CH:58]=1)=[O:53])[CH2:48][CH2:49][CH3:50].Br[CH2:84][CH2:85][O:86][CH2:87][CH2:88][O:89][Si:90]([C:103]([CH3:106])([CH3:105])[CH3:104])([C:97]1[CH:102]=[CH:101][CH:100]=[CH:99][CH:98]=1)[C:91]1[CH:96]=[CH:95][CH:94]=[CH:93][CH:92]=1. (3) Given the product [F:13][C:12]1[C:6]2[CH2:5][O:4][CH:3]([CH2:2][N:19]([CH3:18])[CH2:20][CH3:21])[O:8][C:7]=2[CH:9]=[C:10]([S:14]([CH3:17])(=[O:16])=[O:15])[CH:11]=1, predict the reactants needed to synthesize it. The reactants are: Br[CH2:2][CH:3]1[O:8][C:7]2[CH:9]=[C:10]([S:14]([CH3:17])(=[O:16])=[O:15])[CH:11]=[C:12]([F:13])[C:6]=2[CH2:5][O:4]1.[CH3:18][NH:19][CH2:20][CH3:21]. (4) Given the product [Cl:1][C:2]1[CH:3]=[C:4]([CH:10]=[CH:11][C:12]=1[O:13][CH2:17][CH:18]1[CH2:21][CH2:20][CH2:19]1)[C:5]([OH:7])=[O:6], predict the reactants needed to synthesize it. The reactants are: [Cl:1][C:2]1[CH:3]=[C:4]([CH:10]=[CH:11][C:12]=1[OH:13])[C:5]([O:7]CC)=[O:6].[I-].[K+].Br[CH2:17][CH:18]1[CH2:21][CH2:20][CH2:19]1.C(=O)([O-])[O-].[K+].[K+].[OH-].[Na+].Cl.